From a dataset of CYP3A4 inhibition data for predicting drug metabolism from PubChem BioAssay. Regression/Classification. Given a drug SMILES string, predict its absorption, distribution, metabolism, or excretion properties. Task type varies by dataset: regression for continuous measurements (e.g., permeability, clearance, half-life) or binary classification for categorical outcomes (e.g., BBB penetration, CYP inhibition). Dataset: cyp3a4_veith. (1) The drug is O=S(=O)(Nc1ccc(Cc2ccncc2)cc1)c1ccc(Cl)c(Cl)c1. The result is 1 (inhibitor). (2) The molecule is COc1ccc(C(=O)Nc2ccc(OCC(F)(F)C(F)F)c(C(F)(F)F)c2)cc1OC. The result is 0 (non-inhibitor). (3) The drug is O=C(CCn1nc(-c2ccc(Cl)cc2)ccc1=O)NCc1ccccn1. The result is 1 (inhibitor). (4) The compound is COc1ccc(/C=C(/NC(C)=O)C(=O)O)cc1. The result is 0 (non-inhibitor). (5) The molecule is C=CCN(CC=C)C(=S)Nc1ccccc1. The result is 0 (non-inhibitor).